Dataset: Full USPTO retrosynthesis dataset with 1.9M reactions from patents (1976-2016). Task: Predict the reactants needed to synthesize the given product. (1) Given the product [Br:1][C:2]1[CH:11]=[CH:10][C:5]([CH2:6][OH:7])=[CH:4][C:3]=1[CH3:12], predict the reactants needed to synthesize it. The reactants are: [Br:1][C:2]1[CH:11]=[CH:10][C:5]([C:6](OC)=[O:7])=[CH:4][C:3]=1[CH3:12].[H-].[H-].[H-].[H-].[Li+].[Al+3]. (2) Given the product [CH2:13]([C:17]1[N:18]=[C:19]([CH3:45])[N:20]([C:39]2[CH:44]=[CH:43][CH:42]=[CH:41][N:40]=2)[C:21](=[O:38])[C:22]=1[CH2:23][C:24]1[CH:25]=[CH:26][C:27]([C:30]2[CH:37]=[CH:36][CH:35]=[CH:34][C:31]=2[C:32](=[N:12][OH:11])[NH2:33])=[N:28][CH:29]=1)[CH2:14][CH2:15][CH3:16], predict the reactants needed to synthesize it. The reactants are: C(=O)([O-])O.[Na+].CS(C)=O.Cl.[OH:11][NH2:12].[CH2:13]([C:17]1[N:18]=[C:19]([CH3:45])[N:20]([C:39]2[CH:44]=[CH:43][CH:42]=[CH:41][N:40]=2)[C:21](=[O:38])[C:22]=1[CH2:23][C:24]1[CH:25]=[CH:26][C:27]([C:30]2[CH:37]=[CH:36][CH:35]=[CH:34][C:31]=2[C:32]#[N:33])=[N:28][CH:29]=1)[CH2:14][CH2:15][CH3:16]. (3) Given the product [CH3:16][C:3]1[CH:4]=[C:5]([CH:8]2[CH2:13][CH2:12][S:11](=[O:15])(=[O:14])[CH2:10][CH2:9]2)[CH:6]=[CH:7][C:2]=1[B:17]1[O:21][C:20]([CH3:23])([CH3:22])[C:19]([CH3:25])([CH3:24])[O:18]1, predict the reactants needed to synthesize it. The reactants are: Br[C:2]1[CH:7]=[CH:6][C:5]([CH:8]2[CH2:13][CH2:12][S:11](=[O:15])(=[O:14])[CH2:10][CH2:9]2)=[CH:4][C:3]=1[CH3:16].[B:17]1([B:17]2[O:21][C:20]([CH3:23])([CH3:22])[C:19]([CH3:25])([CH3:24])[O:18]2)[O:21][C:20]([CH3:23])([CH3:22])[C:19]([CH3:25])([CH3:24])[O:18]1.C(Cl)Cl.CC([O-])=O.[K+]. (4) Given the product [CH3:38][CH2:37][CH2:42][CH2:41][CH2:40][C:51]1[CH:52]=[C:18]([OH:17])[C:26]2[C@@H:22]3[CH:21]=[C:20]([CH3:19])[CH2:60][CH2:61][C@H:16]3[C:13]([CH3:14])([CH3:15])[O:12][C:10]=2[CH:53]=1.[NH:1]([C:10]([O:12][C:13]([CH3:16])([CH3:15])[CH3:14])=[O:11])[CH2:2][C:3]([NH:5][CH2:6][C:7]([OH:9])=[O:8])=[O:4], predict the reactants needed to synthesize it. The reactants are: [NH:1]([C:10]([O:12][C:13]([CH3:16])([CH3:15])[CH3:14])=[O:11])[CH2:2][C:3]([NH:5][CH2:6][C:7]([OH:9])=[O:8])=[O:4].[OH:17][C:18]1[C:26]2N=NN[C:22]=2[CH:21]=[CH:20][CH:19]=1.F[P-](F)(F)(F)(F)F.N1(OC(N(C)C)=[N+](C)C)[C:38]2N=[CH:40][CH:41]=[CH:42][C:37]=2N=N1.[CH:51](N(C(C)C)CC)([CH3:53])[CH3:52].[C:60](OCC)(=O)[CH3:61]. (5) The reactants are: [N:1]([C:4]1[CH:12]=[C:11]([F:13])[CH:10]=[CH:9][C:5]=1[C:6](O)=[O:7])=[N+:2]=[N-:3].S(Cl)([Cl:16])=O. Given the product [N:1]([C:4]1[CH:12]=[C:11]([F:13])[CH:10]=[CH:9][C:5]=1[C:6]([Cl:16])=[O:7])=[N+:2]=[N-:3], predict the reactants needed to synthesize it. (6) Given the product [F:23][C:22]([F:25])([F:24])[C:18]1[N:17]=[C:16]([NH:15][C:13](=[O:14])[NH:12][C:5]2[C:4]3[C:9](=[CH:10][CH:11]=[C:2]([C:34]4[CH2:39][CH2:38][N:37]([C:40]([O:42][C:43]([CH3:46])([CH3:45])[CH3:44])=[O:41])[CH2:36][CH:35]=4)[CH:3]=3)[N:8]=[CH:7][CH:6]=2)[CH:21]=[CH:20][CH:19]=1, predict the reactants needed to synthesize it. The reactants are: Br[C:2]1[CH:3]=[C:4]2[C:9](=[CH:10][CH:11]=1)[N:8]=[CH:7][CH:6]=[C:5]2[NH:12][C:13]([NH:15][C:16]1[CH:21]=[CH:20][CH:19]=[C:18]([C:22]([F:25])([F:24])[F:23])[N:17]=1)=[O:14].CC1(C)C(C)(C)OB([C:34]2[CH2:39][CH2:38][N:37]([C:40]([O:42][C:43]([CH3:46])([CH3:45])[CH3:44])=[O:41])[CH2:36][CH:35]=2)O1.C(=O)([O-])[O-].[Na+].[Na+]. (7) Given the product [CH2:24]([Sn:17]([CH2:13][CH2:14][CH2:15][CH3:16])([CH2:20][CH2:21][CH2:22][CH3:23])[CH2:18][O:11][CH2:10][CH:9]([CH3:12])[CH3:8])[CH2:25][CH2:26][CH3:27], predict the reactants needed to synthesize it. The reactants are: [H-].[Na+].O1CCCC1.[CH3:8][CH:9]([CH3:12])[CH2:10][OH:11].[CH2:13]([Sn:17]([CH2:24][CH2:25][CH2:26][CH3:27])([CH2:20][CH2:21][CH2:22][CH3:23])[CH2:18]I)[CH2:14][CH2:15][CH3:16]. (8) Given the product [CH2:1]([O:3][C:4]([C:6]1[N:7]([CH2:20][C:21]2[CH:26]=[CH:25][C:24]([NH2:27])=[CH:23][CH:22]=2)[C:8]2[C:13]([C:14]=1[C:15]1[S:16][CH:17]=[CH:18][CH:19]=1)=[CH:12][CH:11]=[CH:10][CH:9]=2)=[O:5])[CH3:2], predict the reactants needed to synthesize it. The reactants are: [CH2:1]([O:3][C:4]([C:6]1[N:7]([CH2:20][C:21]2[CH:26]=[CH:25][C:24]([N+:27]([O-])=O)=[CH:23][CH:22]=2)[C:8]2[C:13]([C:14]=1[C:15]1[S:16][CH:17]=[CH:18][CH:19]=1)=[CH:12][CH:11]=[CH:10][CH:9]=2)=[O:5])[CH3:2].C(O)(C(F)(F)F)=O. (9) Given the product [CH3:23][C:18]1[C:17]([C:15]2[CH:16]=[C:4]([C:1]([NH2:2])=[O:3])[C:5]3[C:6]4[C:11](=[CH:10][CH:9]=[C:8]([C:24]([N:55]5[CH2:56][CH2:57][C@H:53]([F:52])[CH2:54]5)=[O:26])[CH:7]=4)[NH:12][C:13]=3[CH:14]=2)=[C:21]([CH3:22])[O:20][N:19]=1, predict the reactants needed to synthesize it. The reactants are: [C:1]([C:4]1[CH:16]=[C:15]([C:17]2[C:18]([CH3:23])=[N:19][O:20][C:21]=2[CH3:22])[CH:14]=[C:13]2[C:5]=1[C:6]1[CH:7]=[C:8]([C:24]([OH:26])=O)[CH:9]=[CH:10][C:11]=1[NH:12]2)(=[O:3])[NH2:2].CN(C(ON1N=NC2C=CC(=CC1=2)Cl)=[N+](C)C)C.F[P-](F)(F)(F)(F)F.[F:52][C@H:53]1[CH2:57][CH2:56][NH:55][CH2:54]1.O. (10) Given the product [CH2:1]([O:8][C:9]1[CH:10]=[CH:11][C:12]([N:15]2[C:16](=[O:17])[C:18]3[C:19]([Cl:25])=[N:20][CH:21]=[N:22][C:23]=3[O:29][C@H:27]([CH3:28])[CH2:26]2)=[CH:13][CH:14]=1)[C:2]1[CH:3]=[CH:4][CH:5]=[CH:6][CH:7]=1, predict the reactants needed to synthesize it. The reactants are: [CH2:1]([O:8][C:9]1[CH:14]=[CH:13][C:12]([N:15]([CH2:26][C@H:27]([OH:29])[CH3:28])[C:16]([C:18]2[C:19]([Cl:25])=[N:20][CH:21]=[N:22][C:23]=2Cl)=[O:17])=[CH:11][CH:10]=1)[C:2]1[CH:7]=[CH:6][CH:5]=[CH:4][CH:3]=1.C(=O)([O-])[O-].[K+].[K+].